Task: Predict the reactants needed to synthesize the given product.. Dataset: Full USPTO retrosynthesis dataset with 1.9M reactions from patents (1976-2016) (1) The reactants are: [Cl:1][C:2]1[C:11]([CH2:12][C:13]([F:16])([F:15])[F:14])=[C:10](Cl)[C:9]2[C:4](=[CH:5][CH:6]=[C:7]([C:18]([C:27]3[N:31]([CH3:32])[C:30]([CH3:33])=[N:29][CH:28]=3)([C:20]3[N:24]([CH3:25])[C:23]([CH3:26])=[N:22][CH:21]=3)[OH:19])[CH:8]=2)[N:3]=1.[NH:34]1[CH2:37][CH2:36][CH2:35]1.CN(C=O)C. Given the product [N:34]1([C:10]2[C:9]3[C:4](=[CH:5][CH:6]=[C:7]([C:18]([C:20]4[N:24]([CH3:25])[C:23]([CH3:26])=[N:22][CH:21]=4)([C:27]4[N:31]([CH3:32])[C:30]([CH3:33])=[N:29][CH:28]=4)[OH:19])[CH:8]=3)[N:3]=[C:2]([Cl:1])[C:11]=2[CH2:12][C:13]([F:14])([F:15])[F:16])[CH2:37][CH2:36][CH2:35]1, predict the reactants needed to synthesize it. (2) The reactants are: Cl[CH2:2][C:3]1[NH:7][N:6]=[N:5][N:4]=1.[CH2:8]([N:15]1[C:23]2[C:18](=[CH:19][CH:20]=[CH:21][CH:22]=2)[C:17]([CH2:24][CH2:25][CH2:26][CH2:27][CH3:28])=[C:16]1[C:29]1[CH:38]=[CH:37][C:36]2[C:31](=[CH:32][CH:33]=[C:34]([OH:39])[CH:35]=2)[CH:30]=1)[C:9]1[CH:14]=[CH:13][CH:12]=[CH:11][CH:10]=1.C(=O)([O-])[O-].[Cs+].[Cs+].Cl.[OH-].[Na+]. Given the product [CH2:8]([N:15]1[C:23]2[C:18](=[CH:19][CH:20]=[CH:21][CH:22]=2)[C:17]([CH2:24][CH2:25][CH2:26][CH2:27][CH3:28])=[C:16]1[C:29]1[CH:38]=[CH:37][C:36]2[C:31](=[CH:32][CH:33]=[C:34]([O:39][CH2:2][C:3]3[NH:7][N:6]=[N:5][N:4]=3)[CH:35]=2)[CH:30]=1)[C:9]1[CH:10]=[CH:11][CH:12]=[CH:13][CH:14]=1, predict the reactants needed to synthesize it. (3) The reactants are: [CH3:1][O:2][CH2:3][CH2:4][N:5]1[CH2:11][CH2:10][C:9]2[CH:12]=[C:13]([NH2:16])[CH:14]=[CH:15][C:8]=2[CH2:7][CH2:6]1.Cl[C:18]1[N:23]=[C:22]([NH:24][CH2:25][CH2:26][NH:27][S:28]([CH3:31])(=[O:30])=[O:29])[C:21]([Cl:32])=[CH:20][N:19]=1. Given the product [Cl:32][C:21]1[C:22]([NH:24][CH2:25][CH2:26][NH:27][S:28]([CH3:31])(=[O:30])=[O:29])=[N:23][C:18]([NH:16][C:13]2[CH:14]=[CH:15][C:8]3[CH2:7][CH2:6][N:5]([CH2:4][CH2:3][O:2][CH3:1])[CH2:11][CH2:10][C:9]=3[CH:12]=2)=[N:19][CH:20]=1, predict the reactants needed to synthesize it. (4) Given the product [Cl:8][C:6]1[CH:7]=[C:2]([NH:22][CH:23]2[CH2:28][CH2:27][O:26][CH2:25][CH2:24]2)[N:3]=[C:4]([CH2:9][P:10](=[O:17])([O:14][CH2:15][CH3:16])[O:11][CH2:12][CH3:13])[N:5]=1, predict the reactants needed to synthesize it. The reactants are: Cl[C:2]1[CH:7]=[C:6]([Cl:8])[N:5]=[C:4]([CH2:9][P:10](=[O:17])([O:14][CH2:15][CH3:16])[O:11][CH2:12][CH3:13])[N:3]=1.C(O)(=O)C.[NH2:22][CH:23]1[CH2:28][CH2:27][O:26][CH2:25][CH2:24]1.C(N(CC)CC)C. (5) Given the product [CH2:1]([O:8][C:9]1[CH:10]=[C:11]([CH:24]=[CH:25][C:26]=1[O:27][CH2:28][C:29]1[CH:34]=[CH:33][CH:32]=[CH:31][CH:30]=1)[C:12]1[O:13][C:14]2[C:19]([C:20](=[O:23])[C:21]=1[O:22][CH2:42][C:43]([O:45][CH2:46][CH3:47])=[O:44])=[CH:18][CH:17]=[CH:16][CH:15]=2)[C:2]1[CH:3]=[CH:4][CH:5]=[CH:6][CH:7]=1, predict the reactants needed to synthesize it. The reactants are: [CH2:1]([O:8][C:9]1[CH:10]=[C:11]([CH:24]=[CH:25][C:26]=1[O:27][CH2:28][C:29]1[CH:34]=[CH:33][CH:32]=[CH:31][CH:30]=1)[C:12]1[O:13][C:14]2[C:19]([C:20](=[O:23])[C:21]=1[OH:22])=[CH:18][CH:17]=[CH:16][CH:15]=2)[C:2]1[CH:7]=[CH:6][CH:5]=[CH:4][CH:3]=1.CC(C)([O-])C.[K+].Cl[CH2:42][C:43]([O:45][CH2:46][CH3:47])=[O:44].Cl. (6) Given the product [Br:28][C:29]1[CH:38]=[C:7]2[C:5](=[CH:6][CH:30]=1)[N:4]=[C:1]([O:16][CH3:14])[C:3]1[CH:9]([C:52]([C:54]3[CH:55]=[CH:56][C:57]([F:60])=[CH:58][CH:59]=3)([OH:53])[CH2:51][CH2:50][N:49]([CH3:48])[CH3:61])[C:10]3[C:25]([C:26]2=1)=[CH:27][CH:17]=[CH:12][CH:11]=3, predict the reactants needed to synthesize it. The reactants are: [CH:1]([N-:4][CH:5]([CH3:7])[CH3:6])([CH3:3])C.[Li+].[CH2:9]([Li])[CH2:10][CH2:11][CH3:12].[C:14](=[O:16])=O.[CH3:17]C(C)=O.C(N[CH:25]([CH3:27])[CH3:26])(C)C.[Br:28][C:29]1[CH:30]=C2C(=C[CH:38]=1)N=C(OC)C1CC3C(C2=1)=CC=CC=3.[CH3:48][N:49]([CH3:61])[CH2:50][CH2:51][C:52]([C:54]1[CH:59]=[CH:58][C:57]([F:60])=[CH:56][CH:55]=1)=[O:53]. (7) The reactants are: [NH2:1][C:2]1[CH:3]=[C:4]([CH:7]=[C:8]([NH:11][CH:12]2[CH2:17][CH2:16][NH:15][CH2:14][CH2:13]2)[C:9]=1[Cl:10])[C:5]#[N:6].[CH3:18][C:19]([O:22][C:23](O[C:23]([O:22][C:19]([CH3:21])([CH3:20])[CH3:18])=[O:24])=[O:24])([CH3:21])[CH3:20]. Given the product [NH2:1][C:2]1[C:9]([Cl:10])=[C:8]([NH:11][CH:12]2[CH2:17][CH2:16][N:15]([C:23]([O:22][C:19]([CH3:21])([CH3:20])[CH3:18])=[O:24])[CH2:14][CH2:13]2)[CH:7]=[C:4]([C:5]#[N:6])[CH:3]=1, predict the reactants needed to synthesize it.